Task: Predict the reaction yield, written as a fraction of the theoretical maximum amount of product (1.0 means a 100% yield; for example, 0.34 means a 34% yield).. Dataset: Reaction yield outcomes from USPTO patents with 853,638 reactions (1) The product is [N:1]1([C@@H:2]([CH3:5])[CH2:3][OH:4])[CH2:11][CH2:10][CH2:9][CH2:8][CH2:7]1. The yield is 0.540. The catalyst is C(O)(C)C. The reactants are [NH2:1][C@@H:2]([CH3:5])[CH2:3][OH:4].I[CH2:7][CH2:8][CH2:9][CH2:10][CH2:11]I.C(=O)([O-])[O-].[Na+].[Na+]. (2) The reactants are [C:1]([C:5]1[CH:44]=[CH:43][C:8]([C:9]([NH:11][C@@H:12]([CH2:17][C:18]2[CH:23]=[CH:22][C:21]([C:24]3[O:28][N:27]=[C:26]([C:29]4[CH:34]=[CH:33][C:32]([O:35][CH2:36][CH2:37][CH2:38][CH2:39][CH2:40][CH2:41][CH3:42])=[CH:31][CH:30]=4)[N:25]=3)=[CH:20][CH:19]=2)[C:13]([O:15]C)=[O:14])=[O:10])=[CH:7][CH:6]=1)([CH3:4])([CH3:3])[CH3:2].[OH-].[Na+]. The catalyst is CO. The product is [C:1]([C:5]1[CH:44]=[CH:43][C:8]([C:9]([NH:11][C@@H:12]([CH2:17][C:18]2[CH:23]=[CH:22][C:21]([C:24]3[O:28][N:27]=[C:26]([C:29]4[CH:30]=[CH:31][C:32]([O:35][CH2:36][CH2:37][CH2:38][CH2:39][CH2:40][CH2:41][CH3:42])=[CH:33][CH:34]=4)[N:25]=3)=[CH:20][CH:19]=2)[C:13]([OH:15])=[O:14])=[O:10])=[CH:7][CH:6]=1)([CH3:3])([CH3:2])[CH3:4]. The yield is 0.0800.